This data is from Reaction yield outcomes from USPTO patents with 853,638 reactions. The task is: Predict the reaction yield, written as a fraction of the theoretical maximum amount of product (1.0 means a 100% yield; for example, 0.34 means a 34% yield). The reactants are [Cl:1][C:2]1[CH:3]=[C:4]([C:24](N(OC)C)=[O:25])[C:5]([C:17]2[CH:22]=[CH:21][CH:20]=[C:19]([F:23])[CH:18]=2)=[C:6](/[N:10]=[N:11]/[N:12]([CH2:15][CH3:16])[CH2:13][CH3:14])[C:7]=1[C:8]#[CH:9].[CH3:30][Mg]Cl.Cl. The catalyst is O1CCCC1.O. The product is [Cl:1][C:2]1[C:7]([C:8]#[CH:9])=[C:6](/[N:10]=[N:11]/[N:12]([CH2:15][CH3:16])[CH2:13][CH3:14])[C:5]([C:17]2[CH:22]=[CH:21][CH:20]=[C:19]([F:23])[CH:18]=2)=[C:4]([C:24](=[O:25])[CH3:30])[CH:3]=1. The yield is 0.930.